Dataset: Forward reaction prediction with 1.9M reactions from USPTO patents (1976-2016). Task: Predict the product of the given reaction. (1) Given the reactants [OH:1][C:2]1[CH:7]=[CH:6][C:5]([C:8]([C:15]2[CH:20]=[CH:19][C:18]([OH:21])=[CH:17][CH:16]=2)([CH3:14])[CH2:9][CH2:10][C:11](O)=O)=[CH:4][CH:3]=1.[C:22]1([NH2:29])[CH:27]=[CH:26][CH:25]=[CH:24][C:23]=1[NH2:28], predict the reaction product. The product is: [NH:28]1[C:23]2[CH:24]=[CH:25][CH:26]=[CH:27][C:22]=2[N:29]=[C:11]1[CH2:10][CH2:9][C:8]([C:15]1[CH:20]=[CH:19][C:18]([OH:21])=[CH:17][CH:16]=1)([C:5]1[CH:6]=[CH:7][C:2]([OH:1])=[CH:3][CH:4]=1)[CH3:14]. (2) Given the reactants Br[C:2]1[CH:7]=[CH:6][CH:5]=[CH:4][N:3]=1.[CH:8]1([NH:14][C:15]2[N:23]=[C:22]([NH:24][C:25]3[CH:30]=[CH:29][C:28]([C:31]4[CH2:32][CH2:33][NH:34][CH2:35][CH:36]=4)=[CH:27][C:26]=3[O:37][CH3:38])[N:21]=[C:20]3[C:16]=2[N:17]=[CH:18][NH:19]3)[CH2:13][CH2:12][CH2:11][CH2:10][CH2:9]1.CC([O-])(C)C.[Na+].CC1(C)C2C(=C(P(C3C=CC=CC=3)C3C=CC=CC=3)C=CC=2)OC2C(P(C3C=CC=CC=3)C3C=CC=CC=3)=CC=CC1=2, predict the reaction product. The product is: [CH:8]1([NH:14][C:15]2[N:23]=[C:22]([NH:24][C:25]3[CH:30]=[CH:29][C:28]([C:31]4[CH2:32][CH2:33][N:34]([C:2]5[CH:7]=[CH:6][CH:5]=[CH:4][N:3]=5)[CH2:35][CH:36]=4)=[CH:27][C:26]=3[O:37][CH3:38])[N:21]=[C:20]3[C:16]=2[N:17]=[CH:18][NH:19]3)[CH2:9][CH2:10][CH2:11][CH2:12][CH2:13]1. (3) Given the reactants [N:1]1[C:5]2[CH:6]=[CH:7][C:8]([C:10]([NH:12][NH2:13])=O)=[CH:9][C:4]=2[NH:3][CH:2]=1.[CH2:14]([N:21]=[C:22]=[O:23])[C:15]1[CH:20]=[CH:19][CH:18]=[CH:17][CH:16]=1, predict the reaction product. The product is: [NH:1]1[C:5]2[CH:6]=[CH:7][C:8]([C:10]3[N:21]([CH2:14][C:15]4[CH:20]=[CH:19][CH:18]=[CH:17][CH:16]=4)[C:22](=[O:23])[NH:13][N:12]=3)=[CH:9][C:4]=2[N:3]=[CH:2]1. (4) Given the reactants O[CH2:2][C:3]1[CH:12]=[N:11][C:10]2[N:9]3[CH2:13][CH2:14][S:15][CH2:16][C@H:8]3[C:7](=[O:17])[NH:6][C:5]=2[CH:4]=1.[I-].C(C[P+](C)(C)C)#N.CCN(C(C)C)C(C)C.Cl.[Cl:36][C:37]1[CH:42]=[CH:41][C:40]([C:43]2[CH2:44][CH2:45][NH:46][CH2:47][CH:48]=2)=[CH:39][CH:38]=1, predict the reaction product. The product is: [Cl:36][C:37]1[CH:42]=[CH:41][C:40]([C:43]2[CH2:48][CH2:47][N:46]([CH2:2][C:3]3[CH:12]=[N:11][C:10]4[N:9]5[CH2:13][CH2:14][S:15][CH2:16][C@H:8]5[C:7](=[O:17])[NH:6][C:5]=4[CH:4]=3)[CH2:45][CH:44]=2)=[CH:39][CH:38]=1.